Dataset: Catalyst prediction with 721,799 reactions and 888 catalyst types from USPTO. Task: Predict which catalyst facilitates the given reaction. (1) The catalyst class is: 1. Reactant: [H-].[Na+].[C:3]([NH:6][CH:7]([C:13]([O:15][CH2:16][CH3:17])=[O:14])[C:8]([O:10][CH2:11][CH3:12])=[O:9])(=[O:5])[CH3:4].[CH2:18]([C:22]1[CH:38]=[CH:37][C:25]([O:26][C:27]2[CH:32]=[CH:31][C:30]([C:33](=[O:36])[CH2:34]Cl)=[CH:29][CH:28]=2)=[CH:24][CH:23]=1)[CH2:19][CH2:20][CH3:21]. Product: [C:3]([NH:6][C:7]([CH2:34][C:33]([C:30]1[CH:31]=[CH:32][C:27]([O:26][C:25]2[CH:37]=[CH:38][C:22]([CH2:18][CH2:19][CH2:20][CH3:21])=[CH:23][CH:24]=2)=[CH:28][CH:29]=1)=[O:36])([C:13]([O:15][CH2:16][CH3:17])=[O:14])[C:8]([O:10][CH2:11][CH3:12])=[O:9])(=[O:5])[CH3:4]. (2) Reactant: [Br:1][C:2]1[CH:7]=[CH:6][C:5]([S:8](Cl)(=[O:10])=[O:9])=[CH:4][CH:3]=1.[C:12]([NH2:16])([CH3:15])([CH3:14])[CH3:13]. Product: [Br:1][C:2]1[CH:7]=[CH:6][C:5]([S:8]([NH:16][C:12]([CH3:15])([CH3:14])[CH3:13])(=[O:10])=[O:9])=[CH:4][CH:3]=1. The catalyst class is: 6. (3) Reactant: Br[C:2]1[CH:7]=[CH:6][C:5]([CH:8]2[CH2:12][CH2:11][CH2:10][CH2:9]2)=[C:4]([C:13]([F:16])([F:15])[F:14])[CH:3]=1.[Li]CCCC.CN([CH:25]=[O:26])C. Product: [CH:8]1([C:5]2[CH:6]=[CH:7][C:2]([CH:25]=[O:26])=[CH:3][C:4]=2[C:13]([F:16])([F:15])[F:14])[CH2:12][CH2:11][CH2:10][CH2:9]1. The catalyst class is: 1. (4) Reactant: [CH2:1]([O:5][C:6]1[CH:7]=[C:8]2[C:13](=[CH:14][CH:15]=1)[CH:12]=[C:11]([C:16]1[C:24]3[C:19](=[CH:20][CH:21]=[C:22]([C:25]#[N:26])[CH:23]=3)[NH:18][N:17]=1)[CH:10]=[CH:9]2)[CH2:2][CH2:3][CH3:4].[OH-:27].[Na+].OO.Cl. Product: [CH2:1]([O:5][C:6]1[CH:7]=[C:8]2[C:13](=[CH:14][CH:15]=1)[CH:12]=[C:11]([C:16]1[C:24]3[C:19](=[CH:20][CH:21]=[C:22]([C:25]([NH2:26])=[O:27])[CH:23]=3)[NH:18][N:17]=1)[CH:10]=[CH:9]2)[CH2:2][CH2:3][CH3:4]. The catalyst class is: 97. (5) Reactant: [Cl:1][C:2]1[CH:7]=[CH:6][C:5]([C:8]([NH:10][NH:11][C:12]([NH:14][CH2:15][CH:16]=[CH2:17])=[O:13])=O)=[CH:4][CH:3]=1.Cl. Product: [Cl:1][C:2]1[CH:7]=[CH:6][C:5]([C:8]2[N:14]([CH2:15][CH:16]=[CH2:17])[C:12](=[O:13])[NH:11][N:10]=2)=[CH:4][CH:3]=1. The catalyst class is: 74.